From a dataset of Forward reaction prediction with 1.9M reactions from USPTO patents (1976-2016). Predict the product of the given reaction. (1) Given the reactants Br[C:2]1[CH:7]=[C:6]([Cl:8])[CH:5]=[C:4]([F:9])[C:3]=1[NH:10][C:11]([NH:13][CH:14]1[CH2:19][CH2:18][N:17]([C:20]([O:22][C:23]([CH3:26])([CH3:25])[CH3:24])=[O:21])[CH2:16][CH2:15]1)=[O:12].C1C=CC(P(C2C(C3C(P(C4C=CC=CC=4)C4C=CC=CC=4)=CC=C4C=3C=CC=C4)=C3C(C=CC=C3)=CC=2)C2C=CC=CC=2)=CC=1, predict the reaction product. The product is: [Cl:8][C:6]1[CH:5]=[C:4]([F:9])[C:3]2[NH:10][C:11](=[O:12])[N:13]([CH:14]3[CH2:19][CH2:18][N:17]([C:20]([O:22][C:23]([CH3:26])([CH3:25])[CH3:24])=[O:21])[CH2:16][CH2:15]3)[C:2]=2[CH:7]=1. (2) Given the reactants Cl[C:2]1[C:3]2[N:10]=[C:9]([CH:11]3[CH2:14][CH2:13][CH2:12]3)[S:8][C:4]=2[N:5]=[CH:6][N:7]=1.[NH2:15][C:16]1[C:25]([O:26][CH3:27])=[CH:24][C:19]2[NH:20][C:21](=[O:23])[S:22][C:18]=2[CH:17]=1, predict the reaction product. The product is: [CH:11]1([C:9]2[S:8][C:4]3[N:5]=[CH:6][N:7]=[C:2]([NH:15][C:16]4[C:25]([O:26][CH3:27])=[CH:24][C:19]5[NH:20][C:21](=[O:23])[S:22][C:18]=5[CH:17]=4)[C:3]=3[N:10]=2)[CH2:14][CH2:13][CH2:12]1. (3) Given the reactants Br[C:2]1[CH:3]=[C:4]2[C:10]([C:11]3[CH:16]=[CH:15][C:14]([CH2:17][N:18]4[CH2:23][CH2:22][N:21]([CH3:24])[CH2:20][CH2:19]4)=[CH:13][CH:12]=3)=[CH:9][N:8](S(C3C=CC(C)=CC=3)(=O)=O)[C:5]2=[N:6][CH:7]=1.NC(OB([C:41]1[CH:46]=[CH:45][CH:44]=[CH:43][CH:42]=1)O)=O.[C:47]([O-:50])([O-])=O.[Na+].[Na+].O.CC#[N:56], predict the reaction product. The product is: [CH3:24][N:21]1[CH2:22][CH2:23][N:18]([CH2:17][C:14]2[CH:15]=[CH:16][C:11]([C:10]3[C:4]4[C:5](=[N:6][CH:7]=[C:2]([C:41]5[CH:42]=[CH:43][C:44]([C:47]([NH2:56])=[O:50])=[CH:45][CH:46]=5)[CH:3]=4)[NH:8][CH:9]=3)=[CH:12][CH:13]=2)[CH2:19][CH2:20]1. (4) Given the reactants [S:1]1C2=CN=CC=C2C(C2OC3=CN=CC=C3C=2)=C1.[I:19][C:20]1[CH:25]=[N:24][C:23]([NH2:26])=[C:22]2[O:27][C:28]([C:30]3[CH:39]=CC=[C:36]4[C:31]=3[CH:32]=[CH:33][N:34]=[CH:35]4)=[CH:29][C:21]=12, predict the reaction product. The product is: [I:19][C:20]1[CH:25]=[N:24][C:23]([NH2:26])=[C:22]2[O:27][C:28]([C:30]3[C:31]4[C:36](=[CH:35][N:34]=[CH:33][CH:32]=4)[S:1][CH:39]=3)=[CH:29][C:21]=12.